From a dataset of Full USPTO retrosynthesis dataset with 1.9M reactions from patents (1976-2016). Predict the reactants needed to synthesize the given product. (1) Given the product [Cl:1][C:2]1[CH:24]=[CH:23][C:5]([CH2:6][C:7]2[N:8]=[C:9]([N:17]3[CH2:22][CH2:21][O:20][CH2:19][CH2:18]3)[Se:10][C:11]=2[C:12]([OH:14])=[O:13])=[CH:4][CH:3]=1, predict the reactants needed to synthesize it. The reactants are: [Cl:1][C:2]1[CH:24]=[CH:23][C:5]([CH2:6][C:7]2[N:8]=[C:9]([N:17]3[CH2:22][CH2:21][O:20][CH2:19][CH2:18]3)[Se:10][C:11]=2[C:12]([O:14]CC)=[O:13])=[CH:4][CH:3]=1.[OH-].[Li+].O. (2) Given the product [C:27]([O:26][C:24](=[O:25])[NH:31][CH2:32][C:33]#[C:34][C:2]1[N:11]=[C:10]2[N:4]([CH2:5][CH2:6][C:7]3[CH:23]=[CH:22][CH:21]=[CH:20][C:8]=3[CH:9]2[O:12][CH:13]2[CH2:18][CH2:17][N:16]([CH3:19])[CH2:15][CH2:14]2)[CH:3]=1)([CH3:30])([CH3:29])[CH3:28], predict the reactants needed to synthesize it. The reactants are: I[C:2]1[N:11]=[C:10]2[N:4]([CH2:5][CH2:6][C:7]3[CH:23]=[CH:22][CH:21]=[CH:20][C:8]=3[CH:9]2[O:12][CH:13]2[CH2:18][CH2:17][N:16]([CH3:19])[CH2:15][CH2:14]2)[CH:3]=1.[C:24]([NH:31][CH2:32][C:33]#[CH:34])([O:26][C:27]([CH3:30])([CH3:29])[CH3:28])=[O:25].N(CC)CC.N. (3) Given the product [C:1]([O:5][C:6]([NH:8][CH2:9][CH2:10][CH2:11][C@@H:12]([C:13]([NH:15][CH2:16][CH2:17][NH:18][C:19]([O:21][C:22]([CH3:25])([CH3:24])[CH3:23])=[O:20])=[O:14])[NH2:26])=[O:7])([CH3:4])([CH3:3])[CH3:2], predict the reactants needed to synthesize it. The reactants are: [C:1]([O:5][C:6]([NH:8][CH2:9][CH2:10][CH2:11][C@H:12]([NH:26]C(=O)OCC1C=CC=CC=1)[C:13]([NH:15][CH2:16][CH2:17][NH:18][C:19]([O:21][C:22]([CH3:25])([CH3:24])[CH3:23])=[O:20])=[O:14])=[O:7])([CH3:4])([CH3:3])[CH3:2].